From a dataset of Catalyst prediction with 721,799 reactions and 888 catalyst types from USPTO. Predict which catalyst facilitates the given reaction. (1) Reactant: [CH:1]([C:5]1[CH:10]=[CH:9][CH:8]=[C:7]([CH:11]([CH:13]2[CH2:15][CH2:14]2)[CH3:12])[C:6]=1[OH:16])([CH2:3][CH3:4])[CH3:2].[OH-].[Na+].Br[CH2:20][Cl:21]. Product: [Cl:21][CH2:20][O:16][C:6]1[C:5]([CH:1]([CH2:3][CH3:4])[CH3:2])=[CH:10][CH:9]=[CH:8][C:7]=1[CH:11]([CH:13]1[CH2:15][CH2:14]1)[CH3:12]. The catalyst class is: 7. (2) Reactant: [NH:1]1[C:9]2[C:4](=[CH:5][CH:6]=[CH:7][C:8]=2[NH:10][S:11]([CH3:14])(=[O:13])=[O:12])[CH:3]=[CH:2]1.C(O)(C(F)(F)F)=O.[NH:22]1[C:26]2[CH:27]=[CH:28][C:29]([C:31](O)([CH2:34][CH3:35])[CH2:32][CH3:33])=[CH:30][C:25]=2[N:24]=[N:23]1. Product: [N:22]1[C:26]2[CH:27]=[CH:28][C:29]([C:31]([C:3]3[C:4]4[C:9](=[C:8]([NH:10][S:11]([CH3:14])(=[O:12])=[O:13])[CH:7]=[CH:6][CH:5]=4)[NH:1][CH:2]=3)([CH2:34][CH3:35])[CH2:32][CH3:33])=[CH:30][C:25]=2[NH:24][N:23]=1. The catalyst class is: 2. (3) Reactant: [C:1]([C:4]1[C:5]([NH:25][C:26]2[CH:31]=[CH:30][C:29]([CH2:32][C:33]([O:35]C)=[O:34])=[CH:28][CH:27]=2)=[N:6][N:7]([C:9]2([CH2:22][C:23]#[N:24])[CH2:14][CH2:13][N:12]([C:15]([O:17][C:18]([CH3:21])([CH3:20])[CH3:19])=[O:16])[CH2:11][CH2:10]2)[CH:8]=1)(=[O:3])[NH2:2].[Li+].[OH-].Cl. Product: [C:18]([O:17][C:15]([N:12]1[CH2:13][CH2:14][C:9]([N:7]2[CH:8]=[C:4]([C:1](=[O:3])[NH2:2])[C:5]([NH:25][C:26]3[CH:27]=[CH:28][C:29]([CH2:32][C:33]([OH:35])=[O:34])=[CH:30][CH:31]=3)=[N:6]2)([CH2:22][C:23]#[N:24])[CH2:10][CH2:11]1)=[O:16])([CH3:21])([CH3:19])[CH3:20]. The catalyst class is: 20. (4) Reactant: C1COCC1.[C:6]([C:10]1[CH:20]=[CH:19][C:13]([O:14][CH2:15][C:16]([OH:18])=O)=[CH:12][C:11]=1[Cl:21])([CH3:9])([CH3:8])[CH3:7].C1N=CN(C(N2C=NC=C2)=O)C=1.C(C1C=CC(OCC([NH:46][CH2:47][C:48]2[CH:57]=[CH:56][C:51]3[NH:52][C:53](=[O:55])[NH:54][C:50]=3[CH:49]=2)=O)=CC=1)(C)(C)C. Product: [C:6]([C:10]1[CH:20]=[CH:19][C:13]([O:14][CH2:15][C:16]([NH:46][CH2:47][C:48]2[CH:57]=[CH:56][C:51]3[NH:52][C:53](=[O:55])[NH:54][C:50]=3[CH:49]=2)=[O:18])=[CH:12][C:11]=1[Cl:21])([CH3:7])([CH3:8])[CH3:9]. The catalyst class is: 66. (5) Reactant: [N:1]1[CH:6]=[CH:5][C:4]([CH2:7][C:8]([O:10][CH2:11][CH3:12])=[O:9])=[CH:3][CH:2]=1.Cl. Product: [NH:1]1[CH2:6][CH2:5][CH:4]([CH2:7][C:8]([O:10][CH2:11][CH3:12])=[O:9])[CH2:3][CH2:2]1. The catalyst class is: 29. (6) Reactant: [Br:1][C:2]1[C:3]([F:12])=[CH:4][C:5](F)=[C:6]([C:8](=O)[CH3:9])[CH:7]=1.O.[NH2:14][NH2:15]. Product: [Br:1][C:2]1[CH:7]=[C:6]2[C:5](=[CH:4][C:3]=1[F:12])[NH:15][N:14]=[C:8]2[CH3:9]. The catalyst class is: 196. (7) Reactant: [N+:1]([C:4]1[CH:13]=[C:12]2[C:7]([C:8]([Br:15])=[N:9][NH:10][C:11]2=[O:14])=[CH:6][CH:5]=1)([O-:3])=[O:2].[H-].[Na+].Br[CH:19]([CH3:22])[CH2:20]O. Product: [N+:1]([C:4]1[CH:13]=[C:12]2[C:7]([C:8]([Br:15])=[N:9][N:10]([CH:19]([CH3:22])[CH3:20])[C:11]2=[O:14])=[CH:6][CH:5]=1)([O-:3])=[O:2]. The catalyst class is: 9.